From a dataset of Full USPTO retrosynthesis dataset with 1.9M reactions from patents (1976-2016). Predict the reactants needed to synthesize the given product. (1) Given the product [C:25]([NH:29][S:30]([C:33]1[S:34][C:35]([C:2]2[CH:7]=[C:6]([C:8]3[N:13]=[C:12]([C:14]4[CH:19]=[CH:18][C:17]([F:20])=[CH:16][CH:15]=4)[CH:11]=[C:10]([C:21]([F:24])([F:23])[F:22])[N:9]=3)[CH:5]=[CH:4][N:3]=2)=[CH:36][CH:37]=1)(=[O:31])=[O:32])([CH3:28])([CH3:26])[CH3:27], predict the reactants needed to synthesize it. The reactants are: Cl[C:2]1[CH:7]=[C:6]([C:8]2[N:13]=[C:12]([C:14]3[CH:19]=[CH:18][C:17]([F:20])=[CH:16][CH:15]=3)[CH:11]=[C:10]([C:21]([F:24])([F:23])[F:22])[N:9]=2)[CH:5]=[CH:4][N:3]=1.[C:25]([NH:29][S:30]([C:33]1[S:34][C:35](B2OC(C)(C)C(C)(C)O2)=[CH:36][CH:37]=1)(=[O:32])=[O:31])([CH3:28])([CH3:27])[CH3:26]. (2) Given the product [Cl:1][C:2]1[CH:3]=[C:4]([N:8]2[C:12]([CH2:13][NH:14][C:15](=[O:26])[CH:16]([C:18]3[CH:23]=[CH:22][C:21]([C:24]([NH2:25])=[O:32])=[N:20][CH:19]=3)[CH3:17])=[CH:11][C:10]([C:27]([F:30])([F:28])[F:29])=[N:9]2)[CH:5]=[CH:6][CH:7]=1, predict the reactants needed to synthesize it. The reactants are: [Cl:1][C:2]1[CH:3]=[C:4]([N:8]2[C:12]([CH2:13][NH:14][C:15](=[O:26])[CH:16]([C:18]3[CH:19]=[N:20][C:21]([C:24]#[N:25])=[CH:22][CH:23]=3)[CH3:17])=[CH:11][C:10]([C:27]([F:30])([F:29])[F:28])=[N:9]2)[CH:5]=[CH:6][CH:7]=1.S(=O)(=O)(O)[OH:32]. (3) Given the product [OH:39][CH:36]([CH2:37][OH:38])[CH2:35][NH:34][CH2:2][C:3]([N:5]1[CH2:11][CH2:10][C:9]2[CH:12]=[CH:13][C:14]([C:17]3[N:21]=[C:20]([C:22]4[CH:23]=[CH:24][C:25]([O:30][CH:31]([CH3:33])[CH3:32])=[C:26]([CH:29]=4)[C:27]#[N:28])[O:19][N:18]=3)=[C:15]([CH3:16])[C:8]=2[CH2:7][CH2:6]1)=[O:4], predict the reactants needed to synthesize it. The reactants are: Br[CH2:2][C:3]([N:5]1[CH2:11][CH2:10][C:9]2[CH:12]=[CH:13][C:14]([C:17]3[N:21]=[C:20]([C:22]4[CH:23]=[CH:24][C:25]([O:30][CH:31]([CH3:33])[CH3:32])=[C:26]([CH:29]=4)[C:27]#[N:28])[O:19][N:18]=3)=[C:15]([CH3:16])[C:8]=2[CH2:7][CH2:6]1)=[O:4].[NH2:34][CH2:35][CH:36]([OH:39])[CH2:37][OH:38].C(=O)([O-])[O-].[K+].[K+]. (4) The reactants are: [NH2:1][C:2]1[CH:3]=[CH:4][C:5]([Cl:8])=[N:6][CH:7]=1.C(N(CC)C(C)C)(C)C.[F:18][C:19]([F:30])([F:29])[C:20]1[CH:21]=[C:22]([CH:26]=[CH:27][CH:28]=1)[C:23](Cl)=[O:24].C(OCC)(=O)C. Given the product [Cl:8][C:5]1[CH:4]=[CH:3][C:2]([NH:1][C:23](=[O:24])[C:22]2[CH:26]=[CH:27][CH:28]=[C:20]([C:19]([F:18])([F:29])[F:30])[CH:21]=2)=[CH:7][N:6]=1, predict the reactants needed to synthesize it.